This data is from Human liver microsome stability data. The task is: Regression/Classification. Given a drug SMILES string, predict its absorption, distribution, metabolism, or excretion properties. Task type varies by dataset: regression for continuous measurements (e.g., permeability, clearance, half-life) or binary classification for categorical outcomes (e.g., BBB penetration, CYP inhibition). Dataset: hlm. The drug is CS(=O)(=O)c1cccc(Oc2cccc(-c3ccnc4c(C(F)(F)F)cccc34)c2)c1. The result is 0 (unstable in human liver microsomes).